This data is from Forward reaction prediction with 1.9M reactions from USPTO patents (1976-2016). The task is: Predict the product of the given reaction. (1) Given the reactants [C:1]([NH:4][C:5]([CH2:16][CH2:17][C:18]1[CH:23]=[CH:22][C:21]([S:24][C:25]2[CH:30]=[CH:29][C:28]([C:31](=[O:34])[CH2:32]Cl)=[CH:27][CH:26]=2)=[CH:20][CH:19]=1)([C:11]([O:13][CH2:14][CH3:15])=[O:12])[C:6]([O:8][CH2:9][CH3:10])=[O:7])(=[O:3])[CH3:2].[C:35]([OH:38])(=[O:37])[CH3:36].CCN(CC)CC, predict the reaction product. The product is: [C:1]([NH:4][C:5]([CH2:16][CH2:17][C:18]1[CH:23]=[CH:22][C:21]([S:24][C:25]2[CH:30]=[CH:29][C:28]([C:31](=[O:34])[CH2:32][O:38][C:35](=[O:37])[CH3:36])=[CH:27][CH:26]=2)=[CH:20][CH:19]=1)([C:11]([O:13][CH2:14][CH3:15])=[O:12])[C:6]([O:8][CH2:9][CH3:10])=[O:7])(=[O:3])[CH3:2]. (2) Given the reactants COC1C=C(C=CC=1OC)C[NH:7][C:8]1[N:13]2[N:14]=[C:15]([C:17]3[O:18][CH:19]=[CH:20][CH:21]=3)[N:16]=[C:12]2[C:11]([CH2:22][N:23]2[CH2:28][CH2:27][N:26]([C:29]3[CH:34]=[CH:33][CH:32]=[CH:31][CH:30]=3)[CH2:25][CH2:24]2)=[CH:10][N:9]=1.C1(OC)C=CC=CC=1.FC(F)(F)S(O)(=O)=O.O, predict the reaction product. The product is: [NH2:7][C:8]1[N:13]2[N:14]=[C:15]([C:17]3[O:18][CH:19]=[CH:20][CH:21]=3)[N:16]=[C:12]2[C:11]([CH2:22][N:23]2[CH2:24][CH2:25][N:26]([C:29]3[CH:34]=[CH:33][CH:32]=[CH:31][CH:30]=3)[CH2:27][CH2:28]2)=[CH:10][N:9]=1.